This data is from NCI-60 drug combinations with 297,098 pairs across 59 cell lines. The task is: Regression. Given two drug SMILES strings and cell line genomic features, predict the synergy score measuring deviation from expected non-interaction effect. (1) Drug 1: CCN(CC)CCNC(=O)C1=C(NC(=C1C)C=C2C3=C(C=CC(=C3)F)NC2=O)C. Drug 2: CN1C2=C(C=C(C=C2)N(CCCl)CCCl)N=C1CCCC(=O)O.Cl. Cell line: RXF 393. Synergy scores: CSS=-2.73, Synergy_ZIP=1.71, Synergy_Bliss=2.53, Synergy_Loewe=-0.764, Synergy_HSA=-0.630. (2) Drug 1: CC12CCC3C(C1CCC2=O)CC(=C)C4=CC(=O)C=CC34C. Drug 2: CC1=C(C=C(C=C1)C(=O)NC2=CC(=CC(=C2)C(F)(F)F)N3C=C(N=C3)C)NC4=NC=CC(=N4)C5=CN=CC=C5. Cell line: HT29. Synergy scores: CSS=12.6, Synergy_ZIP=1.98, Synergy_Bliss=4.85, Synergy_Loewe=2.38, Synergy_HSA=1.59.